Dataset: Full USPTO retrosynthesis dataset with 1.9M reactions from patents (1976-2016). Task: Predict the reactants needed to synthesize the given product. (1) Given the product [C:3]([C:7]1[CH:12]=[CH:11][CH:10]=[CH:9][C:8]=1[N:13]1[CH2:18][CH2:17][N:16]([C:35]([C:30]2[CH:31]=[CH:32][CH:33]=[CH:34][N:29]=2)=[O:36])[CH2:15][CH2:14]1)([CH3:6])([CH3:4])[CH3:5], predict the reactants needed to synthesize it. The reactants are: Cl.Cl.[C:3]([C:7]1[CH:12]=[CH:11][CH:10]=[CH:9][C:8]=1[N:13]1[CH2:18][CH2:17][NH:16][CH2:15][CH2:14]1)([CH3:6])([CH3:5])[CH3:4].C(N(C(C)C)CC)(C)C.Cl.[N:29]1[CH:34]=[CH:33][CH:32]=[CH:31][C:30]=1[C:35](Cl)=[O:36]. (2) Given the product [Cl-:1].[CH3:15]/[C:8](/[CH2:9][CH2:10][CH:11]=[C:12]([CH3:14])[CH3:13])=[CH:7]\[CH2:6][O:5][C:3](=[O:4])[CH2:2][N:19]1[CH:20]=[CH:21][N+:17]([CH3:16])=[CH:18]1, predict the reactants needed to synthesize it. The reactants are: [Cl:1][CH2:2][C:3]([O:5][CH2:6]/[CH:7]=[C:8](\[CH3:15])/[CH2:9][CH2:10][CH:11]=[C:12]([CH3:14])[CH3:13])=[O:4].[CH3:16][N:17]1[CH:21]=[CH:20][N:19]=[CH:18]1. (3) Given the product [CH3:28][C:27]1[O:26][N:25]=[C:24]([C:29]2[CH:34]=[CH:33][CH:32]=[CH:31][CH:30]=2)[C:23]=1[CH2:22][O:21][C:18]1[N:17]=[CH:16][C:15]([C:13]([NH:12][CH:8]2[CH2:9][CH2:10][CH2:11][N:6]([CH2:5][C:4]([OH:35])=[O:3])[CH2:7]2)=[O:14])=[CH:20][CH:19]=1, predict the reactants needed to synthesize it. The reactants are: C([O:3][C:4](=[O:35])[CH2:5][N:6]1[CH2:11][CH2:10][CH2:9][CH:8]([NH:12][C:13]([C:15]2[CH:16]=[N:17][C:18]([O:21][CH2:22][C:23]3[C:24]([C:29]4[CH:34]=[CH:33][CH:32]=[CH:31][CH:30]=4)=[N:25][O:26][C:27]=3[CH3:28])=[CH:19][CH:20]=2)=[O:14])[CH2:7]1)C.O.[OH-].[Li+]. (4) Given the product [CH2:23]([C:19]1[C:20]([CH2:1][CH:2]([CH3:7])[CH3:3])=[CH:21][C:16]([C:15]([OH:14])=[O:25])=[CH:17][N:18]=1)[CH3:24], predict the reactants needed to synthesize it. The reactants are: [C:1](O)(=O)[C:2]1[CH:7]=CC=N[CH:3]=1.C([O:14][C:15](=[O:25])[C:16]1[CH:21]=[C:20](Cl)[C:19]([CH:23]=[CH2:24])=[N:18][CH:17]=1)(C)(C)C. (5) Given the product [Na:14].[CH2:1]([OH:8])[CH:2]=[CH:3][CH2:4][CH2:5][CH2:6][CH3:7].[Na:14].[CH2:9]([OH:13])[CH2:10][CH2:11][CH3:12], predict the reactants needed to synthesize it. The reactants are: [CH2:1]([OH:8])[CH:2]=[CH:3][CH2:4][CH2:5][CH2:6][CH3:7].[CH2:9]([OH:13])[CH2:10][CH2:11][CH3:12].[Na:14]. (6) Given the product [CH3:16][C:6]1[C:7]([CH:8]([CH2:13][CH2:14][CH3:15])[C:9]([O:11][CH3:12])=[O:10])=[C:2]([C:40]2[CH:39]=[CH:38][CH:37]=[C:36]3[C:41]=2[N:32]=[CH:33][CH:34]=[CH:35]3)[N:3]=[C:4]([N:17]2[CH2:22][CH2:21][CH2:20][CH2:19][CH2:18]2)[N:5]=1, predict the reactants needed to synthesize it. The reactants are: Cl[C:2]1[C:7]([CH:8]([CH2:13][CH2:14][CH3:15])[C:9]([O:11][CH3:12])=[O:10])=[C:6]([CH3:16])[N:5]=[C:4]([N:17]2[CH2:22][CH2:21][CH2:20][CH2:19][CH2:18]2)[N:3]=1.C(N(CC)C(C)C)(C)C.[N:32]1[C:41]2[C:36](=[CH:37][CH:38]=[CH:39][C:40]=2B(O)O)[CH:35]=[CH:34][CH:33]=1. (7) Given the product [F:33][C:14]([F:13])([F:32])[O:15][C:16]1[CH:21]=[CH:20][C:19]([C:22]2([N:25]3[CH2:26][CH2:27][CH:28]([O:31][N:35]4[C:43](=[O:44])[C:42]5[C:37](=[CH:38][CH:39]=[CH:40][CH:41]=5)[C:36]4=[O:45])[CH2:29][CH2:30]3)[CH2:23][CH2:24]2)=[CH:18][CH:17]=1, predict the reactants needed to synthesize it. The reactants are: N(C(OCC)=O)=NC(OCC)=O.[F:13][C:14]([F:33])([F:32])[O:15][C:16]1[CH:21]=[CH:20][C:19]([C:22]2([N:25]3[CH2:30][CH2:29][CH:28]([OH:31])[CH2:27][CH2:26]3)[CH2:24][CH2:23]2)=[CH:18][CH:17]=1.O[N:35]1[C:43](=[O:44])[C:42]2[C:37](=[CH:38][CH:39]=[CH:40][CH:41]=2)[C:36]1=[O:45].C1(P(C2C=CC=CC=2)C2C=CC=CC=2)C=CC=CC=1. (8) Given the product [Cl:1][C:2]1[N:7]=[CH:6][C:5]([O:8][CH2:25][C:24]2[CH:27]=[C:28]([O:30][CH3:31])[CH:29]=[C:22]([O:21][CH3:20])[CH:23]=2)=[CH:4][N:3]=1, predict the reactants needed to synthesize it. The reactants are: [Cl:1][C:2]1[N:7]=[CH:6][C:5]([OH:8])=[CH:4][N:3]=1.C(=O)([O-])[O-].[K+].[K+].CN(C)C=O.[CH3:20][O:21][C:22]1[CH:23]=[C:24]([CH:27]=[C:28]([O:30][CH3:31])[CH:29]=1)[CH2:25]Br. (9) Given the product [Cl:10][C:11]1[CH:12]=[C:13]([CH:16]=[CH:17][C:18]=1[F:19])[CH2:14][N:6]1[CH2:5][CH2:4][CH2:3][CH2:2][C:1]1=[O:7], predict the reactants needed to synthesize it. The reactants are: [C:1]1(=[O:7])[NH:6][CH2:5][CH2:4][CH2:3][CH2:2]1.[OH-].[Na+].[Cl:10][C:11]1[CH:12]=[C:13]([CH:16]=[CH:17][C:18]=1[F:19])[CH2:14]Br.O.